Task: Predict the product of the given reaction.. Dataset: Forward reaction prediction with 1.9M reactions from USPTO patents (1976-2016) (1) Given the reactants Br[C:2]1[CH:3]=[C:4]2[C:10]([C:11]3[N:12]([CH2:16][CH3:17])[N:13]=[CH:14][CH:15]=3)=[CH:9][N:8]([CH2:18][O:19][C:20](=[O:25])[C:21]([CH3:24])([CH3:23])[CH3:22])[C:5]2=[N:6][CH:7]=1.[NH2:26][C:27]1[CH:37]=[CH:36][C:35](B2OC(C)(C)C(C)(C)O2)=[CH:34][C:28]=1[C:29]([N:31]([CH3:33])[CH3:32])=[O:30].ClCCl.C(=O)([O-])[O-].[Na+].[Na+], predict the reaction product. The product is: [NH2:26][C:27]1[CH:37]=[CH:36][C:35]([C:2]2[CH:3]=[C:4]3[C:10]([C:11]4[N:12]([CH2:16][CH3:17])[N:13]=[CH:14][CH:15]=4)=[CH:9][N:8]([CH2:18][O:19][C:20](=[O:25])[C:21]([CH3:24])([CH3:23])[CH3:22])[C:5]3=[N:6][CH:7]=2)=[CH:34][C:28]=1[C:29](=[O:30])[N:31]([CH3:32])[CH3:33]. (2) Given the reactants P([O:8][CH2:9][CH3:10])(OCC)OCC.C[O:12][CH2:13][CH2:14]CC.[CH3:17][C:18](C)([O-:20])C.[K+].[CH2:23]([O:30][C:31]1[CH:38]=[CH:37][C:34]([CH:35]=O)=[CH:33][CH:32]=1)[C:24]1[CH:29]=[CH:28][CH:27]=[CH:26][CH:25]=1, predict the reaction product. The product is: [CH2:18]([O:20][C:9](=[O:8])[C:10]([O:12][CH2:13][CH3:14])=[CH:35][C:34]1[CH:37]=[CH:38][C:31]([O:30][CH2:23][C:24]2[CH:29]=[CH:28][CH:27]=[CH:26][CH:25]=2)=[CH:32][CH:33]=1)[CH3:17]. (3) Given the reactants [C:1]([Cl:4])(Cl)=[S:2].[CH3:5][O:6][C:7]1[CH:8]=[C:9]2[C:14](=[CH:15][C:16]=1[O:17][CH3:18])[N:13]=[CH:12][N:11]=[C:10]2[N:19]1[CH2:24][CH2:23][NH:22][CH2:21][CH2:20]1.C(N(CC)CC)C, predict the reaction product. The product is: [CH3:5][O:6][C:7]1[CH:8]=[C:9]2[C:14](=[CH:15][C:16]=1[O:17][CH3:18])[N:13]=[CH:12][N:11]=[C:10]2[N:19]1[CH2:20][CH2:21][N:22]([C:1]([Cl:4])=[S:2])[CH2:23][CH2:24]1.